This data is from Reaction yield outcomes from USPTO patents with 853,638 reactions. The task is: Predict the reaction yield, written as a fraction of the theoretical maximum amount of product (1.0 means a 100% yield; for example, 0.34 means a 34% yield). (1) The reactants are [CH2:1]([O:8][C:9](=[O:20])[CH2:10][CH2:11][O:12][S:13]([C:16]([F:19])([F:18])[F:17])(=[O:15])=[O:14])[C:2]1[CH:7]=[CH:6][CH:5]=[CH:4][CH:3]=1.[CH3:21][C:22]1[C:23]2[C:28]([N:29]=[C:30]3[C:35]=1[CH:34]=[CH:33][CH:32]=[CH:31]3)=[CH:27][CH:26]=[CH:25][CH:24]=2. The catalyst is C(Cl)Cl. The product is [F:17][C:16]([F:19])([F:18])[S:13]([O-:15])(=[O:14])=[O:12].[CH2:1]([O:8][C:9](=[O:20])[CH2:10][CH2:11][N+:29]1[C:30]2[C:35](=[CH:34][CH:33]=[CH:32][CH:31]=2)[C:22]([CH3:21])=[C:23]2[C:28]=1[CH:27]=[CH:26][CH:25]=[CH:24]2)[C:2]1[CH:7]=[CH:6][CH:5]=[CH:4][CH:3]=1. The yield is 0.120. (2) The reactants are [F:1][C:2]([F:9])([F:8])[C:3](OCC)=[O:4].[Na].[Cl:11][C:12]1[CH:17]=[C:16]([Cl:18])[CH:15]=[CH:14][C:13]=1[CH2:19][C:20]([O:22][CH2:23][CH3:24])=[O:21].Cl. The yield is 0.0700. The catalyst is CCOCC. The product is [Cl:11][C:12]1[CH:17]=[C:16]([Cl:18])[CH:15]=[CH:14][C:13]=1[CH:19]([C:3](=[O:4])[C:2]([F:9])([F:8])[F:1])[C:20]([O:22][CH2:23][CH3:24])=[O:21]. (3) The reactants are Cl.[NH:2]1[CH2:7][CH2:6][CH:5]([C:8]2[N:13]=[C:12]([N:14]3[CH2:19][CH2:18][CH2:17][CH2:16][CH2:15]3)[N:11]=[C:10]([OH:20])[CH:9]=2)[CH2:4][CH2:3]1.[OH:21][C:22]1[CH:23]=[C:24]([CH:27]=[CH:28][C:29]=1[O:30][CH3:31])[CH:25]=O.C(N(CC)CC)C.C(O[BH-](OC(=O)C)OC(=O)C)(=O)C.[Na+]. The catalyst is C(O)(=O)C.ClCCl. The product is [OH:21][C:22]1[CH:23]=[C:24]([CH:27]=[CH:28][C:29]=1[O:30][CH3:31])[CH2:25][N:2]1[CH2:7][CH2:6][CH:5]([C:8]2[N:13]=[C:12]([N:14]3[CH2:15][CH2:16][CH2:17][CH2:18][CH2:19]3)[N:11]=[C:10]([OH:20])[CH:9]=2)[CH2:4][CH2:3]1. The yield is 0.680. (4) The reactants are [C:1]([O:3][CH2:4][CH3:5])#[CH:2].[B]1OC2C(=CC=CC=2)O1.[CH3:15][O:16][C:17](=[O:26])[C:18]1[CH:23]=[CH:22][C:21](Cl)=[N:20][C:19]=1[NH2:25].[OH-].[Na+]. The catalyst is O1CCCC1.C1C=CC([P]([Pd]([P](C2C=CC=CC=2)(C2C=CC=CC=2)C2C=CC=CC=2)([P](C2C=CC=CC=2)(C2C=CC=CC=2)C2C=CC=CC=2)[P](C2C=CC=CC=2)(C2C=CC=CC=2)C2C=CC=CC=2)(C2C=CC=CC=2)C2C=CC=CC=2)=CC=1.O1CCOCC1. The product is [CH3:15][O:16][C:17](=[O:26])[C:18]1[CH:23]=[CH:22][C:21]([CH:2]=[CH:1][O:3][CH2:4][CH3:5])=[N:20][C:19]=1[NH2:25]. The yield is 0.680.